Dataset: Catalyst prediction with 721,799 reactions and 888 catalyst types from USPTO. Task: Predict which catalyst facilitates the given reaction. Reactant: [CH2:1]([C:3]1[N:8]=[C:7]([N:9]2[CH2:14][CH2:13][N:12]([CH2:15][CH2:16][CH2:17][CH:18]=[CH:19][C:20]3[N:29]=[C:28]4[C:23]([CH2:24][CH2:25][C:26](=[O:30])[NH:27]4)=[CH:22][CH:21]=3)[CH2:11][CH2:10]2)[CH:6]=[CH:5][CH:4]=1)[CH3:2]. Product: [CH2:1]([C:3]1[N:8]=[C:7]([N:9]2[CH2:10][CH2:11][N:12]([CH2:15][CH2:16][CH2:17][CH2:18][CH2:19][C:20]3[N:29]=[C:28]4[C:23]([CH2:24][CH2:25][C:26](=[O:30])[NH:27]4)=[CH:22][CH:21]=3)[CH2:13][CH2:14]2)[CH:6]=[CH:5][CH:4]=1)[CH3:2]. The catalyst class is: 50.